This data is from Full USPTO retrosynthesis dataset with 1.9M reactions from patents (1976-2016). The task is: Predict the reactants needed to synthesize the given product. (1) Given the product [CH3:1][C:2]1[C:3]([NH:8][S:9]([C:12]2[S:13][C:14]([CH3:42])=[CH:15][C:16]=2[C:17]2[CH:22]=[CH:21][C:20]([CH2:23][N:24]3[C:33]4[C:28](=[C:29]([CH3:35])[N:30]=[C:31]([CH3:34])[CH:32]=4)[CH:27]=[CH:26][C:25]3=[O:36])=[CH:19][C:18]=2[O:37][CH2:38][CH:39]([CH3:40])[CH3:41])(=[O:11])=[O:10])=[N:4][O:5][C:6]=1[CH3:7], predict the reactants needed to synthesize it. The reactants are: [CH3:1][C:2]1[C:3]([N:8](COCCOC)[S:9]([C:12]2[S:13][C:14]([CH3:42])=[CH:15][C:16]=2[C:17]2[CH:22]=[CH:21][C:20]([CH2:23][N:24]3[C:33]4[C:28](=[C:29]([CH3:35])[N:30]=[C:31]([CH3:34])[CH:32]=4)[CH:27]=[CH:26][C:25]3=[O:36])=[CH:19][C:18]=2[O:37][CH2:38][CH:39]([CH3:41])[CH3:40])(=[O:11])=[O:10])=[N:4][O:5][C:6]=1[CH3:7].Cl. (2) Given the product [Cl:12][C:13]1[CH:36]=[CH:35][CH:34]=[CH:33][C:14]=1[CH2:15][N:16]1[C:20]2[CH:21]=[CH:22][C:23]([F:25])=[CH:24][C:19]=2[N:18]([CH:26]2[CH2:27][CH2:28][N:29]([C:2]3[C:7]([N+:8]([O-:10])=[O:9])=[CH:6][CH:5]=[C:4]([CH3:11])[N:3]=3)[CH2:30][CH2:31]2)[C:17]1=[NH:32], predict the reactants needed to synthesize it. The reactants are: F[C:2]1[C:7]([N+:8]([O-:10])=[O:9])=[CH:6][CH:5]=[C:4]([CH3:11])[N:3]=1.[Cl:12][C:13]1[CH:36]=[CH:35][CH:34]=[CH:33][C:14]=1[CH2:15][N:16]1[C:20]2[CH:21]=[CH:22][C:23]([F:25])=[CH:24][C:19]=2[N:18]([CH:26]2[CH2:31][CH2:30][NH:29][CH2:28][CH2:27]2)[C:17]1=[NH:32].C(=O)([O-])[O-].[Cs+].[Cs+].C(=O)(O)[O-].[Na+]. (3) Given the product [Cl:1][C:2]1[CH:7]=[CH:6][CH:5]=[C:4]([O:8][CH2:9][O:10][CH3:11])[C:3]=1[C:18](=[O:19])[CH3:17], predict the reactants needed to synthesize it. The reactants are: [Cl:1][C:2]1[CH:7]=[CH:6][CH:5]=[C:4]([O:8][CH2:9][O:10][CH3:11])[CH:3]=1.[Li]CCCC.[CH3:17][C:18](OC(C)=O)=[O:19]. (4) Given the product [N:19]1([CH2:18][CH2:17][N:13]2[C:14]3[C:10](=[CH:9][C:8]([NH:7][C:4](=[O:5])[C:15]#[C:14][C:10]4[CH:11]=[CH:12][C:2]([Cl:3])=[CH:8][CH:9]=4)=[CH:16][CH:15]=3)[CH:11]=[CH:12]2)[CH2:23][CH2:22][CH2:21][CH2:20]1, predict the reactants needed to synthesize it. The reactants are: Cl[CH2:2][Cl:3].[CH3:4][OH:5].N.[NH2:7][C:8]1[CH:9]=[C:10]2[C:14](=[CH:15][CH:16]=1)[N:13]([CH2:17][CH2:18][N:19]1[CH2:23][CH2:22][CH2:21][CH2:20]1)[CH:12]=[CH:11]2. (5) Given the product [C:38]([C:35]1[N:36]=[CH:37][C:32]([CH2:31][NH:30][C:5]([NH:26][C:25]2[CH:27]=[CH:28][C:22]([S:19]([N:13]3[CH2:14][CH2:15][CH2:16][CH2:17][CH2:18]3)(=[O:21])=[O:20])=[CH:23][CH:24]=2)=[O:11])=[CH:33][CH:34]=1)#[N:39], predict the reactants needed to synthesize it. The reactants are: ClC(Cl)(O[C:5](=[O:11])OC(Cl)(Cl)Cl)Cl.[N:13]1([S:19]([C:22]2[CH:28]=[CH:27][C:25]([NH2:26])=[CH:24][CH:23]=2)(=[O:21])=[O:20])[CH2:18][CH2:17][CH2:16][CH2:15][CH2:14]1.Cl.[NH2:30][CH2:31][C:32]1[CH:33]=[CH:34][C:35]([C:38]#[N:39])=[N:36][CH:37]=1.